This data is from Forward reaction prediction with 1.9M reactions from USPTO patents (1976-2016). The task is: Predict the product of the given reaction. (1) Given the reactants C1N=CN(C(N2C=NC=C2)=O)C=1.[NH2:13][C:14]1[N:23]([CH2:24][CH3:25])[C:22]2[N:21]=[C:20]([C:26]3[CH:31]=[CH:30][C:29]([CH2:32][C:33](O)=[O:34])=[CH:28][CH:27]=3)[CH:19]=[CH:18][C:17]=2[C:16](=[O:36])[C:15]=1[C:37](=[O:40])[NH:38][CH3:39].[ClH:41].[CH3:42][CH:43]([N:45]1[CH2:50][CH2:49][O:48][CH2:47][CH:46]1[CH2:51][NH2:52])[CH3:44].C(=O)([O-])[O-].[Na+].[Na+], predict the reaction product. The product is: [ClH:41].[NH2:13][C:14]1[N:23]([CH2:24][CH3:25])[C:22]2[C:17]([C:16](=[O:36])[C:15]=1[C:37]([NH:38][CH3:39])=[O:40])=[CH:18][CH:19]=[C:20]([C:26]1[CH:31]=[CH:30][C:29]([CH2:32][C:33]([NH:52][CH2:51][CH:46]3[CH2:47][O:48][CH2:49][CH2:50][N:45]3[CH:43]([CH3:44])[CH3:42])=[O:34])=[CH:28][CH:27]=1)[N:21]=2. (2) Given the reactants C([O:3][C:4](=[O:15])[C:5]1[CH:10]=[CH:9][CH:8]=[C:7]([O:11][CH2:12][CH:13]=[CH2:14])[CH:6]=1)C.[OH-].[Na+], predict the reaction product. The product is: [CH2:12]([O:11][C:7]1[CH:6]=[C:5]([CH:10]=[CH:9][CH:8]=1)[C:4]([OH:15])=[O:3])[CH:13]=[CH2:14]. (3) The product is: [NH:18]1[CH:19]=[N:20][C:16]([C:12]2[CH:11]=[C:10]3[C:15](=[CH:14][CH:13]=2)[NH:7][N:8]=[C:9]3[C:40]2[CH:41]=[C:42]([NH:46][C:47](=[O:49])[CH3:48])[CH:43]=[CH:44][CH:45]=2)=[N:17]1. Given the reactants O1CCCCC1[N:7]1[C:15]2[C:10](=[CH:11][C:12]([C:16]3[N:20]=[CH:19][N:18](C(C4C=CC=CC=4)(C4C=CC=CC=4)C4C=CC=CC=4)[N:17]=3)=[CH:13][CH:14]=2)[C:9]([C:40]2[CH:41]=[C:42]([NH2:46])[CH:43]=[CH:44][CH:45]=2)=[N:8]1.[C:47](OC(=O)C)(=[O:49])[CH3:48].O.[OH-].[Na+], predict the reaction product.